This data is from HIV replication inhibition screening data with 41,000+ compounds from the AIDS Antiviral Screen. The task is: Binary Classification. Given a drug SMILES string, predict its activity (active/inactive) in a high-throughput screening assay against a specified biological target. (1) The drug is CCC(C)SC1SCC2C(=O)N(C)C3(CC3C)C(=O)OCC(NC(=O)c3nc4ccccc4cc3O)C(=O)NC(C)C(=O)N(C)C1C(=O)N(C)C1(CC1C)C(=O)OCC(NC(=O)c1nc3ccccc3cc1O)C(=O)NC(C)C(=O)N2C. The result is 0 (inactive). (2) The molecule is CC(=NNC(=O)c1ccccc1O)c1ccc(C(C)=NNC(=O)c2ccccc2O)c2nc3cc(C)c(C)cc3nc12. The result is 0 (inactive). (3) The drug is N=C(N)NN.O=C(O)O. The result is 0 (inactive). (4) The molecule is c1ccc2[nH]c(C3CCCCO3)nc2c1. The result is 0 (inactive). (5) The compound is COc1ccc2nc3n(c2c1)C(c1c(F)cccc1Cl)SC3. The result is 0 (inactive). (6) The molecule is O=c1c2cccc3c4ccccc4c4sc5ccccc5n1-c4c23. The result is 0 (inactive). (7) The molecule is COc1ccc(-n2nc(C)cc(N)c2=O)cc1. The result is 0 (inactive). (8) The drug is COc1cc2c3c(c1OC)-c1c(ccc4c1OCO4)CC3(C#N)N(C(=O)c1ccccc1)CC2. The result is 0 (inactive). (9) The compound is Cc1cccc(C2NC(=O)N3C(c4cccc(C)c4)NC(=O)N23)c1. The result is 0 (inactive).